Dataset: Forward reaction prediction with 1.9M reactions from USPTO patents (1976-2016). Task: Predict the product of the given reaction. Given the reactants [CH3:1][O:2][C:3]1[CH:10]=[CH:9][C:6]([CH2:7]Cl)=[CH:5][CH:4]=1.[N-:11]=[N+:12]=[N-:13].[Na+], predict the reaction product. The product is: [CH3:1][O:2][C:3]1[CH:10]=[CH:9][C:6]([CH2:7][N:11]=[N+:12]=[N-:13])=[CH:5][CH:4]=1.